Dataset: Forward reaction prediction with 1.9M reactions from USPTO patents (1976-2016). Task: Predict the product of the given reaction. (1) Given the reactants [Cl:1][C:2]1[CH:3]=[CH:4][C:5]2[O:9][C:8]([C:10]3[CH:11]=[C:12]([C:16]4([CH3:23])[NH:21][C:20](=O)[CH2:19][O:18][CH2:17]4)[CH:13]=[CH:14][CH:15]=3)=[N:7][C:6]=2[CH:24]=1.COC1C=CC(P2(SP(C3C=CC(OC)=CC=3)(=S)S2)=[S:34])=CC=1, predict the reaction product. The product is: [Cl:1][C:2]1[CH:3]=[CH:4][C:5]2[O:9][C:8]([C:10]3[CH:11]=[C:12]([C:16]4([CH3:23])[NH:21][C:20](=[S:34])[CH2:19][O:18][CH2:17]4)[CH:13]=[CH:14][CH:15]=3)=[N:7][C:6]=2[CH:24]=1. (2) Given the reactants [N:1]1([C:5]2[N:14]=[C:13]3[C:8]([C:9](=[O:24])[C:10]([C:19]([O:21][CH2:22][CH3:23])=[O:20])=[CH:11][N:12]3[CH2:15][CH2:16][C:17]#[N:18])=[CH:7][CH:6]=2)[CH2:4][CH2:3][CH2:2]1.[Cl:25]N1C(C)(C)C(=O)N(Cl)C1=O, predict the reaction product. The product is: [N:1]1([C:5]2[N:14]=[C:13]3[C:8]([C:9](=[O:24])[C:10]([C:19]([O:21][CH2:22][CH3:23])=[O:20])=[CH:11][N:12]3[CH2:15][CH2:16][C:17]#[N:18])=[CH:7][C:6]=2[Cl:25])[CH2:2][CH2:3][CH2:4]1. (3) Given the reactants [CH2:1]([N:4]1[C:12]2[C:7](=[CH:8][CH:9]=[C:10]([C:13]([O:15][CH3:16])=[O:14])[CH:11]=2)[C:6]([CH:17]2[CH2:22][CH2:21][CH2:20][CH2:19][CH2:18]2)=[C:5]1[C:23]1[CH:28]=[CH:27][C:26]([O:29][CH3:30])=[CH:25][C:24]=1[CH2:31][O:32][Si](C(C)C)(C(C)C)C(C)C)[CH:2]=[CH2:3].[F-].C([N+](CCCC)(CCCC)CCCC)CCC, predict the reaction product. The product is: [CH2:1]([N:4]1[C:12]2[C:7](=[CH:8][CH:9]=[C:10]([C:13]([O:15][CH3:16])=[O:14])[CH:11]=2)[C:6]([CH:17]2[CH2:22][CH2:21][CH2:20][CH2:19][CH2:18]2)=[C:5]1[C:23]1[CH:28]=[CH:27][C:26]([O:29][CH3:30])=[CH:25][C:24]=1[CH2:31][OH:32])[CH:2]=[CH2:3].